This data is from Catalyst prediction with 721,799 reactions and 888 catalyst types from USPTO. The task is: Predict which catalyst facilitates the given reaction. (1) Reactant: [C:1]([O:5][C:6]([C:8]1[C:9]([Cl:26])=[N:10][C:11]([Cl:25])=[C:12]([C:16]=1[NH:17]C(OC(C)(C)C)=O)[C:13]([OH:15])=[O:14])=[O:7])([CH3:4])([CH3:3])[CH3:2].FC(F)(F)C(O)=O. Product: [NH2:17][C:16]1[C:12]([C:13]([OH:15])=[O:14])=[C:11]([Cl:25])[N:10]=[C:9]([Cl:26])[C:8]=1[C:6]([O:5][C:1]([CH3:4])([CH3:3])[CH3:2])=[O:7]. The catalyst class is: 4. (2) Reactant: [C:1]([O:5][C@@H:6]([C:11]1[C:26]([CH3:27])=[CH:25][C:14]2[N:15]=[C:16]([C:18]3[CH:23]=[CH:22][N:21]=[C:20](Cl)[N:19]=3)[S:17][C:13]=2[C:12]=1[C:28]1[CH:33]=[CH:32][C:31]([Cl:34])=[CH:30][CH:29]=1)[C:7]([O:9][CH3:10])=[O:8])([CH3:4])([CH3:3])[CH3:2].[CH3:35][N:36]([CH3:42])[C@@H:37]1[CH2:41][CH2:40][NH:39][CH2:38]1. Product: [C:1]([O:5][C@@H:6]([C:11]1[C:26]([CH3:27])=[CH:25][C:14]2[N:15]=[C:16]([C:18]3[CH:23]=[CH:22][N:21]=[C:20]([N:39]4[CH2:40][CH2:41][C@@H:37]([N:36]([CH3:42])[CH3:35])[CH2:38]4)[N:19]=3)[S:17][C:13]=2[C:12]=1[C:28]1[CH:29]=[CH:30][C:31]([Cl:34])=[CH:32][CH:33]=1)[C:7]([O:9][CH3:10])=[O:8])([CH3:3])([CH3:4])[CH3:2]. The catalyst class is: 12. (3) Reactant: [N:1]([C@@H:4]1[C@H:9]([N:10]=C(C2C=CC=CC=2)C2C=CC=CC=2)[CH2:8][CH2:7][N:6]([C:24]([O:26][CH2:27][C:28]2[CH:33]=[CH:32][CH:31]=[CH:30][CH:29]=2)=[O:25])[CH2:5]1)=[N+:2]=[N-:3].CC1C=CC(S([O-])(=O)=O)=CC=1.C1C=C[NH+]=CC=1.CCOC(C)=O.C(C1C=CC=CC=1)(=O)C1C=CC=CC=1. Product: [NH2:10][C@@H:9]1[CH2:8][CH2:7][N:6]([C:24]([O:26][CH2:27][C:28]2[CH:33]=[CH:32][CH:31]=[CH:30][CH:29]=2)=[O:25])[CH2:5][C@@H:4]1[N:1]=[N+:2]=[N-:3]. The catalyst class is: 20. (4) Product: [CH2:10]([O:12][C:13]1[CH:14]=[C:15]([CH:24]=[CH:25][C:26]=1[O:27][CH3:28])[CH2:16][N:17]1[CH2:18][CH2:19][CH:20]([NH:23][C:2]2[CH:9]=[CH:8][C:5]([C:6]#[N:7])=[CH:4][CH:3]=2)[CH2:21][CH2:22]1)[CH3:11]. The catalyst class is: 44. Reactant: F[C:2]1[CH:9]=[CH:8][C:5]([C:6]#[N:7])=[CH:4][CH:3]=1.[CH2:10]([O:12][C:13]1[CH:14]=[C:15]([CH:24]=[CH:25][C:26]=1[O:27][CH3:28])[CH2:16][N:17]1[CH2:22][CH2:21][CH:20]([NH2:23])[CH2:19][CH2:18]1)[CH3:11]. (5) Reactant: [CH2:1]([O:3][C:4]([CH:6]1[CH2:10][CH2:9][CH2:8][C:7]1=O)=[O:5])[CH3:2].[CH3:12][N:13]([CH3:15])[NH2:14]. Product: [CH3:12][N:13]([CH3:15])[N:14]=[C:7]1[CH2:8][CH2:9][CH2:10][CH:6]1[C:4]([O:3][CH2:1][CH3:2])=[O:5]. The catalyst class is: 8. (6) Reactant: [C:1]([O:5][C:6]([N:8]1[C:16]2[C:11](=[CH:12][C:13]([CH:17]=[CH2:18])=[CH:14][CH:15]=2)[CH:10]=[CH:9]1)=[O:7])([CH3:4])([CH3:3])[CH3:2].B1C2CCCC1CCC2.C1C[O:31]CC1. Product: [C:1]([O:5][C:6]([N:8]1[C:16]2[C:11](=[CH:12][C:13]([CH2:17][CH2:18][OH:31])=[CH:14][CH:15]=2)[CH:10]=[CH:9]1)=[O:7])([CH3:4])([CH3:3])[CH3:2]. The catalyst class is: 232. (7) Reactant: [N:1]1[CH:6]=[CH:5][CH:4]=[CH:3][C:2]=1[CH2:7][CH2:8][C:9]1[N:13]([C:14]2[CH:19]=[CH:18][C:17]([C:20]3[C:21]4[CH:35]=[CH:34][C:33]5[C:28](=[CH:29][CH:30]=[CH:31][CH:32]=5)[C:22]=4[NH:23][C:24](=[O:27])[CH2:25][N:26]=3)=[CH:16][CH:15]=2)[N:12]=[N:11][N:10]=1.[ClH:36]. Product: [ClH:36].[ClH:36].[N:1]1[CH:6]=[CH:5][CH:4]=[CH:3][C:2]=1[CH2:7][CH2:8][C:9]1[N:13]([C:14]2[CH:15]=[CH:16][C:17]([C:20]3[C:21]4[CH:35]=[CH:34][C:33]5[C:28](=[CH:29][CH:30]=[CH:31][CH:32]=5)[C:22]=4[NH:23][C:24](=[O:27])[CH2:25][N:26]=3)=[CH:18][CH:19]=2)[N:12]=[N:11][N:10]=1. The catalyst class is: 13. (8) Reactant: [F:1][C:2]1([F:38])[O:6][C:5]2[CH:7]=[CH:8][C:9]([C:11]3([C:14]([NH:16][C@H:17]4[C:26]5[C:21](=[CH:22][C:23]([OH:27])=[CH:24][CH:25]=5)[O:20][C@@H:19]([C:28]5[CH:29]=[C:30]([CH:35]=[CH:36][CH:37]=5)[C:31]([O:33][CH3:34])=[O:32])[CH2:18]4)=[O:15])[CH2:13][CH2:12]3)=[CH:10][C:4]=2[O:3]1.[CH3:39][O:40][CH2:41][CH2:42]O.C1(P(C2C=CC=CC=2)C2C=CC=CC=2)C=CC=CC=1.N(C(OC(C)(C)C)=O)=NC(OC(C)(C)C)=O. Product: [F:38][C:2]1([F:1])[O:6][C:5]2[CH:7]=[CH:8][C:9]([C:11]3([C:14]([NH:16][C@H:17]4[C:26]5[C:21](=[CH:22][C:23]([O:27][CH2:42][CH2:41][O:40][CH3:39])=[CH:24][CH:25]=5)[O:20][C@@H:19]([C:28]5[CH:29]=[C:30]([CH:35]=[CH:36][CH:37]=5)[C:31]([O:33][CH3:34])=[O:32])[CH2:18]4)=[O:15])[CH2:13][CH2:12]3)=[CH:10][C:4]=2[O:3]1. The catalyst class is: 4.